From a dataset of Catalyst prediction with 721,799 reactions and 888 catalyst types from USPTO. Predict which catalyst facilitates the given reaction. (1) Reactant: [CH3:1][N:2]1[C:10]2[C:5](=[CH:6][C:7]([C:11](=O)[C:12]([O-:14])=O)=[CH:8][CH:9]=2)[CH:4]=[N:3]1.[CH2:16]([NH2:19])[CH2:17][NH2:18].S([O-])([O-])(=O)=O.[Na+].[Na+]. Product: [CH3:1][N:2]1[C:10]2[C:5](=[CH:6][C:7]([C:11]3[C:12](=[O:14])[NH:18][CH2:17][CH2:16][N:19]=3)=[CH:8][CH:9]=2)[CH:4]=[N:3]1. The catalyst class is: 133. (2) Reactant: [Cl:1][C:2]1[CH:24]=[CH:23][C:5]([CH2:6][NH:7][C:8]([C:10]2[C:11](=[O:22])[C:12]3[CH:19]=[C:18]([CH2:20]Cl)[S:17][C:13]=3[N:14]([CH3:16])[CH:15]=2)=[O:9])=[CH:4][CH:3]=1.[Cl:25][C:26]1[O:30][C:29]([CH:31]([OH:35])[CH2:32][NH:33][CH3:34])=[CH:28][CH:27]=1.C(N(CC)C(C)C)(C)C. Product: [Cl:1][C:2]1[CH:24]=[CH:23][C:5]([CH2:6][NH:7][C:8]([C:10]2[C:11](=[O:22])[C:12]3[CH:19]=[C:18]([CH2:20][N:33]([CH2:32][CH:31]([C:29]4[O:30][C:26]([Cl:25])=[CH:27][CH:28]=4)[OH:35])[CH3:34])[S:17][C:13]=3[N:14]([CH3:16])[CH:15]=2)=[O:9])=[CH:4][CH:3]=1. The catalyst class is: 18.